From a dataset of NCI-60 drug combinations with 297,098 pairs across 59 cell lines. Regression. Given two drug SMILES strings and cell line genomic features, predict the synergy score measuring deviation from expected non-interaction effect. (1) Drug 1: C1=CC(=CC=C1CCCC(=O)O)N(CCCl)CCCl. Drug 2: CCCS(=O)(=O)NC1=C(C(=C(C=C1)F)C(=O)C2=CNC3=C2C=C(C=N3)C4=CC=C(C=C4)Cl)F. Cell line: SN12C. Synergy scores: CSS=11.2, Synergy_ZIP=-6.73, Synergy_Bliss=-3.04, Synergy_Loewe=-7.46, Synergy_HSA=-4.82. (2) Drug 1: CNC(=O)C1=NC=CC(=C1)OC2=CC=C(C=C2)NC(=O)NC3=CC(=C(C=C3)Cl)C(F)(F)F. Drug 2: C1=CC=C(C(=C1)C(C2=CC=C(C=C2)Cl)C(Cl)Cl)Cl. Cell line: SNB-19. Synergy scores: CSS=-4.63, Synergy_ZIP=13.4, Synergy_Bliss=14.0, Synergy_Loewe=9.92, Synergy_HSA=6.43. (3) Drug 1: C1CC(=O)NC(=O)C1N2CC3=C(C2=O)C=CC=C3N. Drug 2: C1=CC=C(C=C1)NC(=O)CCCCCCC(=O)NO. Cell line: SNB-19. Synergy scores: CSS=6.24, Synergy_ZIP=-0.257, Synergy_Bliss=0.532, Synergy_Loewe=2.37, Synergy_HSA=0.928. (4) Drug 1: CS(=O)(=O)C1=CC(=C(C=C1)C(=O)NC2=CC(=C(C=C2)Cl)C3=CC=CC=N3)Cl. Drug 2: CCC1(C2=C(COC1=O)C(=O)N3CC4=CC5=C(C=CC(=C5CN(C)C)O)N=C4C3=C2)O.Cl. Cell line: IGROV1. Synergy scores: CSS=5.50, Synergy_ZIP=-4.57, Synergy_Bliss=-2.58, Synergy_Loewe=-18.3, Synergy_HSA=-2.47. (5) Synergy scores: CSS=8.75, Synergy_ZIP=-0.746, Synergy_Bliss=4.17, Synergy_Loewe=3.10, Synergy_HSA=3.01. Cell line: OVCAR-4. Drug 2: CS(=O)(=O)C1=CC(=C(C=C1)C(=O)NC2=CC(=C(C=C2)Cl)C3=CC=CC=N3)Cl. Drug 1: C1CCC(C1)C(CC#N)N2C=C(C=N2)C3=C4C=CNC4=NC=N3. (6) Drug 1: CC12CCC3C(C1CCC2O)C(CC4=C3C=CC(=C4)O)CCCCCCCCCS(=O)CCCC(C(F)(F)F)(F)F. Synergy scores: CSS=-4.63, Synergy_ZIP=2.70, Synergy_Bliss=2.62, Synergy_Loewe=-3.96, Synergy_HSA=-2.37. Drug 2: COC1=C2C(=CC3=C1OC=C3)C=CC(=O)O2. Cell line: TK-10.